Dataset: Drug-target binding data from BindingDB using Ki measurements. Task: Regression. Given a target protein amino acid sequence and a drug SMILES string, predict the binding affinity score between them. We predict pKi (pKi = -log10(Ki in M); higher means stronger inhibition). Dataset: bindingdb_ki. (1) The compound is COc1ccc2ccccc2c1CCCCN1CCN(C[C@H](c2ccc(F)cc2)N2CCN(C(C)C)CC2)CC1. The target is MLLARMKPQVQPELGGADQ. The pKi is 6.0. (2) The small molecule is CNC(N)=NCCC[C@H](NC(=O)[C@H](CC(C)C)NC(=O)NNC(=O)[C@H](Cc1ccccc1)NC(=O)[C@H](CO)NC(=O)[C@H](CC(N)=O)NC(=O)[C@@H](Cc1c[nH]c2ccccc12)NC(=O)[C@H](CC(N)=O)NC(=O)[C@H](N)Cc1ccc(O)cc1)C(=O)N[C@@H](Cc1ccccc1)C(N)=O. The target protein (Q924U1) has sequence MAAEATLGPNVSWWAPSNASGCPGCGVNASDGPGSAPRPLDAWLVPLFFAALMLLGLVGNSLVIFVICRHKHMQTVTNFYIANLAATDVTFLLCCVPFTALLYPLPTWVLGDFMCKFVNYIQQVSVQATCATLTAMSVDRWYVTVFPLRALHRRTPRLALTVSLSIWVGSAAVSAPVLALHRLSPGPHTYCSEAFPSRALERAFALYNLLALYLLPLLATCACYGAMLRHLGRAAVRPAPTDGALQGQLLAQRAGAVRTKVSRLVAAVVLLFAACWGPIQLFLVLQALGPSGAWHPRSYAAYALKIWAHCMSYSNSALNPLLYAFLGSHFRQAFCRVCPCGPQRQRRPHASAHSDRAAPHSVPHSRAAHPVRVRTPEPGNPVRRSPSVQDEHTAPL. The pKi is 9.7.